Dataset: Peptide-MHC class I binding affinity with 185,985 pairs from IEDB/IMGT. Task: Regression. Given a peptide amino acid sequence and an MHC pseudo amino acid sequence, predict their binding affinity value. This is MHC class I binding data. (1) The peptide sequence is YMFESKSMK. The MHC is HLA-A24:02 with pseudo-sequence HLA-A24:02. The binding affinity (normalized) is 0.0847. (2) The peptide sequence is SPVDRVLTI. The binding affinity (normalized) is 0.0847. The MHC is HLA-B08:01 with pseudo-sequence HLA-B08:01. (3) The peptide sequence is ITLWQRPIV. The MHC is HLA-A11:01 with pseudo-sequence HLA-A11:01. The binding affinity (normalized) is 0.123. (4) The peptide sequence is KGLKNDKHWV. The MHC is H-2-Kb with pseudo-sequence H-2-Kb. The binding affinity (normalized) is 0.151. (5) The peptide sequence is WMVHRQWFF. The MHC is HLA-A23:01 with pseudo-sequence HLA-A23:01. The binding affinity (normalized) is 0.554. (6) The MHC is HLA-A23:01 with pseudo-sequence HLA-A23:01. The peptide sequence is ERAKIRGSL. The binding affinity (normalized) is 0. (7) The peptide sequence is HPVLVTATL. The MHC is HLA-A30:02 with pseudo-sequence HLA-A30:02. The binding affinity (normalized) is 0.292.